From a dataset of Peptide-MHC class I binding affinity with 185,985 pairs from IEDB/IMGT. Regression. Given a peptide amino acid sequence and an MHC pseudo amino acid sequence, predict their binding affinity value. This is MHC class I binding data. The peptide sequence is RARGETYG. The MHC is Mamu-B03 with pseudo-sequence Mamu-B03. The binding affinity (normalized) is 0.